Task: Predict the reactants needed to synthesize the given product.. Dataset: Full USPTO retrosynthesis dataset with 1.9M reactions from patents (1976-2016) Given the product [CH3:16][C:13]1[N:12]=[CH:11][C:10]([C:7]2[S:6][C:5]3=[N:4][CH:3]=[C:2]([C:25]4[CH:26]=[C:27]([C:32]([F:35])([F:34])[F:33])[C:28]([NH2:31])=[N:29][CH:30]=4)[N:9]3[N:8]=2)=[CH:15][CH:14]=1, predict the reactants needed to synthesize it. The reactants are: I[C:2]1[N:9]2[C:5]([S:6][C:7]([C:10]3[CH:11]=[N:12][C:13]([CH3:16])=[CH:14][CH:15]=3)=[N:8]2)=[N:4][CH:3]=1.CC1(C)C(C)(C)OB([C:25]2[CH:26]=[C:27]([C:32]([F:35])([F:34])[F:33])[C:28]([NH2:31])=[N:29][CH:30]=2)O1.C([O-])([O-])=O.[Na+].[Na+].